Task: Predict the reaction yield, written as a fraction of the theoretical maximum amount of product (1.0 means a 100% yield; for example, 0.34 means a 34% yield).. Dataset: Reaction yield outcomes from USPTO patents with 853,638 reactions (1) The reactants are [C:1]1([C:7]2[CH:12]=[CH:11][N:10]=[C:9]([NH2:13])[N:8]=2)[CH:6]=[CH:5][CH:4]=[CH:3][CH:2]=1.Br[C:15]1[CH:16]=[C:17]([CH:22]=[CH:23][C:24]=1[CH3:25])[C:18]([O:20][CH3:21])=[O:19].C([O-])([O-])=O.[Cs+].[Cs+].CC1(C)C2C(=C(P(C3C=CC=CC=3)C3C=CC=CC=3)C=CC=2)OC2C(P(C3C=CC=CC=3)C3C=CC=CC=3)=CC=CC1=2. The catalyst is C1(C)C=CC=CC=1.C1C=CC(/C=C/C(/C=C/C2C=CC=CC=2)=O)=CC=1.C1C=CC(/C=C/C(/C=C/C2C=CC=CC=2)=O)=CC=1.C1C=CC(/C=C/C(/C=C/C2C=CC=CC=2)=O)=CC=1.[Pd].[Pd]. The product is [CH3:25][C:24]1[CH:23]=[CH:22][C:17]([C:18]([O:20][CH3:21])=[O:19])=[CH:16][C:15]=1[NH:13][C:9]1[N:8]=[C:7]([C:1]2[CH:2]=[CH:3][CH:4]=[CH:5][CH:6]=2)[CH:12]=[CH:11][N:10]=1. The yield is 0.430. (2) The catalyst is C(Cl)Cl. The product is [Cl:8][C:9]1[CH:14]=[CH:13][C:12]([NH:15][C:3](=[O:4])[C:2]([CH3:7])([CH3:6])[CH3:1])=[CH:11][CH:10]=1. The reactants are [CH3:1][C:2]([CH3:7])([CH3:6])[C:3](Cl)=[O:4].[Cl:8][C:9]1[CH:14]=[CH:13][C:12]([NH2:15])=[CH:11][CH:10]=1.CCN(CC)CC. The yield is 0.930. (3) The reactants are [Cl:1][C:2]1[CH:3]=[C:4]([C:13]2[O:17][N:16]=[C:15]([C:18]3[CH:19]=[CH:20][C:21]4[O:25][C:24]([C:26]5([NH:34]C(=O)OC(C)(C)C)[CH2:31][O:30]C(C)(C)[O:28][CH2:27]5)=[CH:23][C:22]=4[CH:42]=3)[N:14]=2)[CH:5]=[CH:6][C:7]=1[C:8]1[CH:12]=[CH:11][S:10][CH:9]=1.ClC1C=C(C2ON=C(C3C=CC4OC(C5(NC(=O)OC(C)(C)C)COC(C)(C)OC5)=CC=4C=3)N=2)C=CC=1OCCC. No catalyst specified. The product is [NH2:34][C:26]([C:24]1[O:25][C:21]2[CH:20]=[CH:19][C:18]([C:15]3[N:14]=[C:13]([C:4]4[CH:5]=[CH:6][C:7]([C:8]5[CH:12]=[CH:11][S:10][CH:9]=5)=[C:2]([Cl:1])[CH:3]=4)[O:17][N:16]=3)=[CH:42][C:22]=2[CH:23]=1)([CH2:27][OH:28])[CH2:31][OH:30]. The yield is 0.480. (4) The reactants are [CH:1]1([CH:6]2[C:31](=[O:32])[N:30]3[CH2:33][CH:27]([CH2:28][CH:29]3[C:34]([O-:36])=[O:35])[O:26][C:25]3[N:20]([C:21](=[O:37])[CH:22]=[CH:23][CH:24]=3)[CH2:19][CH:18]=[CH:17][CH2:16][CH2:15][CH:14]3[CH:10]([CH2:11][CH2:12][CH2:13]3)[O:9][C:8](=[O:38])[NH:7]2)[CH2:5][CH2:4][CH2:3][CH2:2]1.[CH2:39](O)C. No catalyst specified. The product is [CH:1]1([C@H:6]2[C:31](=[O:32])[N:30]3[CH2:33][C@@H:27]([CH2:28][C@H:29]3[C:34]([O:36][CH3:39])=[O:35])[O:26][C:25]3[N:20]([C:21](=[O:37])[CH:22]=[CH:23][CH:24]=3)[CH2:19][CH2:18][CH2:17][CH2:16][CH2:15][C@H:14]3[C@@H:10]([CH2:11][CH2:12][CH2:13]3)[O:9][C:8](=[O:38])[NH:7]2)[CH2:2][CH2:3][CH2:4][CH2:5]1. The yield is 0.940. (5) The reactants are [NH2:1][C@H:2]1[C@@H:6]2[O:7][C:8]([CH3:11])([CH3:10])[O:9][C@@H:5]2[C@@H:4]([O:12][CH2:13][C:14](OCC)=[O:15])[CH2:3]1.[H-].[Al+3].[Li+].[H-].[H-].[H-].O. The catalyst is O1CCCC1. The product is [NH2:1][C@H:2]1[C@@H:6]2[O:7][C:8]([CH3:10])([CH3:11])[O:9][C@@H:5]2[C@@H:4]([O:12][CH2:13][CH2:14][OH:15])[CH2:3]1. The yield is 0.650. (6) The reactants are [F:1][C:2]1[CH:3]=[C:4]2[C:8](=[CH:9][CH:10]=1)[N:7]([CH2:11][CH2:12][NH:13][C:14](=[O:22])[C@@H:15]([NH2:21])[CH2:16][C:17]([CH3:20])([CH3:19])[CH3:18])[CH2:6][CH2:5]2.Cl[C:24]1[CH:29]=[N:28][CH:27]=[CH:26][N:25]=1.C(=O)([O-])[O-].[K+].[K+]. The catalyst is CN(C=O)C.[Cu]I. The product is [F:1][C:2]1[CH:3]=[C:4]2[C:8](=[CH:9][CH:10]=1)[N:7]([CH2:11][CH2:12][NH:13][C:14](=[O:22])[C@@H:15]([NH:21][C:24]1[CH:29]=[N:28][CH:27]=[CH:26][N:25]=1)[CH2:16][C:17]([CH3:18])([CH3:19])[CH3:20])[CH2:6][CH2:5]2. The yield is 0.320.